From a dataset of NCI-60 drug combinations with 297,098 pairs across 59 cell lines. Regression. Given two drug SMILES strings and cell line genomic features, predict the synergy score measuring deviation from expected non-interaction effect. (1) Synergy scores: CSS=25.3, Synergy_ZIP=-3.60, Synergy_Bliss=-2.37, Synergy_Loewe=-4.22, Synergy_HSA=0.0807. Drug 2: C1=CN(C(=O)N=C1N)C2C(C(C(O2)CO)O)O.Cl. Cell line: MDA-MB-231. Drug 1: CC1=C(C=C(C=C1)NC2=NC=CC(=N2)N(C)C3=CC4=NN(C(=C4C=C3)C)C)S(=O)(=O)N.Cl. (2) Drug 1: C1=NC2=C(N=C(N=C2N1C3C(C(C(O3)CO)O)O)F)N. Drug 2: CC1=C(C(=CC=C1)Cl)NC(=O)C2=CN=C(S2)NC3=CC(=NC(=N3)C)N4CCN(CC4)CCO. Cell line: RXF 393. Synergy scores: CSS=9.67, Synergy_ZIP=1.49, Synergy_Bliss=5.97, Synergy_Loewe=-4.44, Synergy_HSA=0.491. (3) Drug 1: CCCS(=O)(=O)NC1=C(C(=C(C=C1)F)C(=O)C2=CNC3=C2C=C(C=N3)C4=CC=C(C=C4)Cl)F. Drug 2: CC1CCC2CC(C(=CC=CC=CC(CC(C(=O)C(C(C(=CC(C(=O)CC(OC(=O)C3CCCCN3C(=O)C(=O)C1(O2)O)C(C)CC4CCC(C(C4)OC)OCCO)C)C)O)OC)C)C)C)OC. Cell line: SNB-75. Synergy scores: CSS=10.6, Synergy_ZIP=-1.46, Synergy_Bliss=2.86, Synergy_Loewe=-4.92, Synergy_HSA=1.53.